This data is from Reaction yield outcomes from USPTO patents with 853,638 reactions. The task is: Predict the reaction yield, written as a fraction of the theoretical maximum amount of product (1.0 means a 100% yield; for example, 0.34 means a 34% yield). The yield is 0.760. The catalyst is O. The product is [O:11]=[C:6]1[C:5]2([CH2:16][CH2:15][CH2:14][CH2:13][CH2:12]2)[C:4]2[C:8](=[CH:9][CH:10]=[C:2]([C:20]3[N:21]([C:25]([O:27][C:28]([CH3:31])([CH3:30])[CH3:29])=[O:26])[CH:22]=[CH:23][CH:24]=3)[CH:3]=2)[NH:7]1. The reactants are Br[C:2]1[CH:3]=[C:4]2[C:8](=[CH:9][CH:10]=1)[NH:7][C:6](=[O:11])[C:5]12[CH2:16][CH2:15][CH2:14][CH2:13][CH2:12]1.B([C:20]1[N:21]([C:25]([O:27][C:28]([CH3:31])([CH3:30])[CH3:29])=[O:26])[CH:22]=[CH:23][CH:24]=1)(O)O.C([O-])([O-])=O.[K+].[K+].